From a dataset of Forward reaction prediction with 1.9M reactions from USPTO patents (1976-2016). Predict the product of the given reaction. (1) The product is: [CH3:20][NH:19][C:15]1[N:14]=[C:13]([C:12]2[C:7]([O:6][C:5]3[CH:21]=[CH:22][C:2]([N:1]4[CH:39]=[CH:40][N:41]([C:42]5[CH:43]=[CH:44][CH:45]=[CH:46][CH:47]=5)[C:24]4=[O:25])=[CH:3][CH:4]=3)=[N:8][CH:9]=[CH:10][CH:11]=2)[CH:18]=[CH:17][N:16]=1. Given the reactants [NH2:1][C:2]1[CH:22]=[CH:21][C:5]([O:6][C:7]2[C:12]([C:13]3[CH:18]=[CH:17][N:16]=[C:15]([NH:19][CH3:20])[N:14]=3)=[CH:11][CH:10]=[CH:9][N:8]=2)=[CH:4][CH:3]=1.Cl[C:24](OC1C=CC([N+]([O-])=O)=CC=1)=[O:25].C(O[CH:39](OCC)[CH2:40][NH:41][C:42]1[CH:47]=[CH:46][CH:45]=[CH:44][CH:43]=1)C, predict the reaction product. (2) Given the reactants [OH:1][C:2]1[CH:7]=[C:6]([CH3:8])[N:5]([CH3:9])[C:4](=[O:10])[C:3]=1[C:11](=[O:26])[CH:12]=[CH:13][C:14]1[CH:19]=[CH:18][CH:17]=[C:16]([O:20][CH2:21][C:22]([O:24][CH3:25])=[O:23])[CH:15]=1.S(OC)(O[CH3:31])(=O)=O, predict the reaction product. The product is: [CH3:31][O:1][C:2]1[CH:7]=[C:6]([CH3:8])[N:5]([CH3:9])[C:4](=[O:10])[C:3]=1[C:11](=[O:26])[CH:12]=[CH:13][C:14]1[CH:19]=[CH:18][CH:17]=[C:16]([O:20][CH2:21][C:22]([O:24][CH3:25])=[O:23])[CH:15]=1. (3) Given the reactants [CH3:1][O:2][C:3](=[O:17])[NH:4][C:5]1([C:10]2[CH:15]=[CH:14][C:13]([NH2:16])=[CH:12][CH:11]=2)[CH2:9][CH2:8][CH2:7][CH2:6]1.[CH3:18][O:19][C:20]1[CH:21]=[C:22]([CH:26]=[CH:27][C:28]=1[O:29][CH3:30])[C:23](Cl)=[O:24].C(N(CC)CC)C, predict the reaction product. The product is: [CH3:1][O:2][C:3](=[O:17])[NH:4][C:5]1([C:10]2[CH:11]=[CH:12][C:13]([NH:16][C:23](=[O:24])[C:22]3[CH:26]=[CH:27][C:28]([O:29][CH3:30])=[C:20]([O:19][CH3:18])[CH:21]=3)=[CH:14][CH:15]=2)[CH2:6][CH2:7][CH2:8][CH2:9]1. (4) Given the reactants [NH2:1][C:2]1[C:3]2[N:4]([C:8]([CH3:16])=[C:9]([C:11]([O:13][CH2:14][CH3:15])=[O:12])[N:10]=2)[CH:5]=[CH:6][CH:7]=1.[CH3:17][C:18]1[CH:25]=[CH:24][CH:23]=[C:22]([CH3:26])[C:19]=1[CH2:20]Cl.C(=O)([O-])[O-].[Na+].[Na+].[I-].[K+], predict the reaction product. The product is: [CH3:17][C:18]1[CH:25]=[CH:24][CH:23]=[C:22]([CH3:26])[C:19]=1[CH2:20][NH:1][C:2]1[C:3]2[N:4]([C:8]([CH3:16])=[C:9]([C:11]([O:13][CH2:14][CH3:15])=[O:12])[N:10]=2)[CH:5]=[CH:6][CH:7]=1. (5) Given the reactants [C:1]([O:5][C:6]([N:8]1[CH2:13][CH2:12][N:11]([C:14]2[N:19]=[CH:18][C:17]([C:20]3[CH:25]=C[C:23](F)=[CH:22][CH:21]=3)=[CH:16][N:15]=2)[CH2:10][CH2:9]1)=[O:7])([CH3:4])([CH3:3])[CH3:2].C(OC([N:34]1CCN(C2N=CC(Br)=CN=2)CC1)=O)(C)(C)C.B1(C2C=CC=NC=2)OCCCO1, predict the reaction product. The product is: [C:1]([O:5][C:6]([N:8]1[CH2:13][CH2:12][N:11]([C:14]2[N:15]=[CH:16][C:17]([C:20]3[CH:25]=[N:34][CH:23]=[CH:22][CH:21]=3)=[CH:18][N:19]=2)[CH2:10][CH2:9]1)=[O:7])([CH3:4])([CH3:3])[CH3:2]. (6) Given the reactants [Na].[S:2]([C:6]1[CH:13]=[CH:12][CH:11]=[CH:10][C:7]=1[CH:8]=[O:9])(O)(=[O:4])=[O:3].S(Cl)([Cl:16])=O, predict the reaction product. The product is: [CH:8]([C:7]1[CH:10]=[CH:11][CH:12]=[CH:13][C:6]=1[S:2]([Cl:16])(=[O:4])=[O:3])=[O:9].